From a dataset of Forward reaction prediction with 1.9M reactions from USPTO patents (1976-2016). Predict the product of the given reaction. (1) Given the reactants [CH3:1][N:2]1[C:6]([CH3:7])=[C:5]([C:8](=[O:17])[N:9]([CH3:16])[C:10]2[CH:15]=[CH:14][CH:13]=[CH:12][CH:11]=2)[CH:4]=[C:3]1[C:18]1[CH:19]=[C:20]2[C:25](=[CH:26][C:27]=1[C:28]([N:30]1[C@H:39]([CH3:40])[CH2:38][C:37]3[C:32](=[CH:33][CH:34]=[CH:35][CH:36]=3)[CH2:31]1)=[O:29])[CH2:24][N:23]([C:41](Cl)=[O:42])[CH2:22][CH2:21]2.C(=O)([O-])[O-].[K+].[K+].[OH:50][C:51]1[CH:58]=[CH:57][C:54]([C:55]#[N:56])=[CH:53][CH:52]=1, predict the reaction product. The product is: [CH3:1][N:2]1[C:6]([CH3:7])=[C:5]([C:8](=[O:17])[N:9]([CH3:16])[C:10]2[CH:11]=[CH:12][CH:13]=[CH:14][CH:15]=2)[CH:4]=[C:3]1[C:18]1[CH:19]=[C:20]2[C:25](=[CH:26][C:27]=1[C:28]([N:30]1[C@H:39]([CH3:40])[CH2:38][C:37]3[C:32](=[CH:33][CH:34]=[CH:35][CH:36]=3)[CH2:31]1)=[O:29])[CH2:24][N:23]([C:41]([O:50][C:51]1[CH:58]=[CH:57][C:54]([C:55]#[N:56])=[CH:53][CH:52]=1)=[O:42])[CH2:22][CH2:21]2. (2) Given the reactants [C:1]([C:3]1[CH:8]=[CH:7][CH:6]=[CH:5][C:4]=1[C:9]1[C:10](=[O:28])[N:11]([C:21]2[CH:26]=[CH:25][CH:24]=[C:23](O)[CH:22]=2)[CH:12]=[C:13]([C:15]2[CH:20]=[CH:19][CH:18]=[CH:17][N:16]=2)[CH:14]=1)#[N:2].[C:29]([O:32][C:33](=O)C)(=[O:31])[CH3:30], predict the reaction product. The product is: [C:1]([C:3]1[CH:8]=[CH:7][CH:6]=[CH:5][C:4]=1[C:9]1[C:10](=[O:28])[N:11]([C:21]2[CH:26]=[CH:25][CH:24]=[C:23]([CH2:33][O:32][C:29](=[O:31])[CH3:30])[CH:22]=2)[CH:12]=[C:13]([C:15]2[CH:20]=[CH:19][CH:18]=[CH:17][N:16]=2)[CH:14]=1)#[N:2]. (3) Given the reactants [O:1]1[C:5]2[CH:6]=[CH:7][CH:8]=[CH:9][C:4]=2[C:3]([CH2:10][C:11]([OH:13])=O)=[CH:2]1.[NH:14]1[C:22]2[C:17](=[C:18]([N:23]3[CH2:28][CH2:27][NH:26][CH2:25][CH2:24]3)[CH:19]=[CH:20][CH:21]=2)[CH:16]=[CH:15]1.O1CCCC1, predict the reaction product. The product is: [O:1]1[C:5]2[CH:6]=[CH:7][CH:8]=[CH:9][C:4]=2[C:3]([CH2:10][C:11]([N:26]2[CH2:27][CH2:28][N:23]([C:18]3[CH:19]=[CH:20][CH:21]=[C:22]4[C:17]=3[CH:16]=[CH:15][NH:14]4)[CH2:24][CH2:25]2)=[O:13])=[CH:2]1. (4) Given the reactants [O:1]=[S:2]1(=[O:21])[CH2:7][CH2:6][CH2:5][CH2:4][N:3]1[C:8]1[C:16]2[N:15]=[CH:14][NH:13][C:12]=2[CH:11]=[C:10]([C:17]([O:19][CH3:20])=[O:18])[CH:9]=1.[H-].[Na+].[CH2:24](I)[CH3:25], predict the reaction product. The product is: [O:21]=[S:2]1(=[O:1])[CH2:7][CH2:6][CH2:5][CH2:4][N:3]1[C:8]1[C:16]2[N:15]=[CH:14][N:13]([CH2:24][CH3:25])[C:12]=2[CH:11]=[C:10]([C:17]([O:19][CH3:20])=[O:18])[CH:9]=1. (5) Given the reactants N1C2C(=CC=CC=2)C(CC(=O)C(O)=O)=C1.[OH-:16].[Na+].C(O)(=O)C(C)=O.[OH:24][C:25]([CH2:35][C:36]1[C:44]2[C:39](=[CH:40][CH:41]=[CH:42][CH:43]=2)[NH:38][CH:37]=1)([C:32]([OH:34])=[O:33])[CH2:26][C:27](=O)[C:28]([OH:30])=[O:29].Cl.[NH2:46]O.Cl, predict the reaction product. The product is: [OH:24][C:25]([CH2:35][C:36]1[C:44]2[C:39](=[CH:40][CH:41]=[CH:42][CH:43]=2)[NH:38][CH:37]=1)([C:32]([OH:34])=[O:33])[CH2:26][C:27](=[N:46][OH:16])[C:28]([OH:30])=[O:29].